Dataset: NCI-60 drug combinations with 297,098 pairs across 59 cell lines. Task: Regression. Given two drug SMILES strings and cell line genomic features, predict the synergy score measuring deviation from expected non-interaction effect. (1) Drug 1: CC1C(C(CC(O1)OC2CC(CC3=C2C(=C4C(=C3O)C(=O)C5=C(C4=O)C(=CC=C5)OC)O)(C(=O)C)O)N)O.Cl. Drug 2: C1C(C(OC1N2C=NC3=C2NC=NCC3O)CO)O. Cell line: SK-MEL-28. Synergy scores: CSS=15.5, Synergy_ZIP=-5.11, Synergy_Bliss=-1.87, Synergy_Loewe=-26.6, Synergy_HSA=-3.69. (2) Drug 1: CCC1(CC2CC(C3=C(CCN(C2)C1)C4=CC=CC=C4N3)(C5=C(C=C6C(=C5)C78CCN9C7C(C=CC9)(C(C(C8N6C=O)(C(=O)OC)O)OC(=O)C)CC)OC)C(=O)OC)O.OS(=O)(=O)O. Drug 2: C1CCC(C(C1)N)N.C(=O)(C(=O)[O-])[O-].[Pt+4]. Cell line: SR. Synergy scores: CSS=56.9, Synergy_ZIP=-0.220, Synergy_Bliss=-0.477, Synergy_Loewe=-6.04, Synergy_HSA=-0.606. (3) Drug 1: C1=CC(=CC=C1CCCC(=O)O)N(CCCl)CCCl. Drug 2: CNC(=O)C1=NC=CC(=C1)OC2=CC=C(C=C2)NC(=O)NC3=CC(=C(C=C3)Cl)C(F)(F)F. Cell line: OVCAR-8. Synergy scores: CSS=36.6, Synergy_ZIP=-0.739, Synergy_Bliss=-1.55, Synergy_Loewe=-6.17, Synergy_HSA=0.688. (4) Drug 1: CN1C(=O)N2C=NC(=C2N=N1)C(=O)N. Drug 2: C(CC(=O)O)C(=O)CN.Cl. Cell line: SK-MEL-28. Synergy scores: CSS=6.59, Synergy_ZIP=-1.89, Synergy_Bliss=-0.126, Synergy_Loewe=-2.55, Synergy_HSA=-1.32. (5) Synergy scores: CSS=12.6, Synergy_ZIP=-3.53, Synergy_Bliss=0.447, Synergy_Loewe=-1.55, Synergy_HSA=-1.00. Drug 2: C1CC(=O)NC(=O)C1N2C(=O)C3=CC=CC=C3C2=O. Cell line: UO-31. Drug 1: CC(CN1CC(=O)NC(=O)C1)N2CC(=O)NC(=O)C2. (6) Drug 1: CC1C(C(=O)NC(C(=O)N2CCCC2C(=O)N(CC(=O)N(C(C(=O)O1)C(C)C)C)C)C(C)C)NC(=O)C3=C4C(=C(C=C3)C)OC5=C(C(=O)C(=C(C5=N4)C(=O)NC6C(OC(=O)C(N(C(=O)CN(C(=O)C7CCCN7C(=O)C(NC6=O)C(C)C)C)C)C(C)C)C)N)C. Drug 2: CS(=O)(=O)CCNCC1=CC=C(O1)C2=CC3=C(C=C2)N=CN=C3NC4=CC(=C(C=C4)OCC5=CC(=CC=C5)F)Cl. Cell line: NCIH23. Synergy scores: CSS=18.8, Synergy_ZIP=15.5, Synergy_Bliss=17.7, Synergy_Loewe=19.1, Synergy_HSA=17.0. (7) Drug 1: CC1=C(C=C(C=C1)NC2=NC=CC(=N2)N(C)C3=CC4=NN(C(=C4C=C3)C)C)S(=O)(=O)N.Cl. Drug 2: CC1C(C(=O)NC(C(=O)N2CCCC2C(=O)N(CC(=O)N(C(C(=O)O1)C(C)C)C)C)C(C)C)NC(=O)C3=C4C(=C(C=C3)C)OC5=C(C(=O)C(=C(C5=N4)C(=O)NC6C(OC(=O)C(N(C(=O)CN(C(=O)C7CCCN7C(=O)C(NC6=O)C(C)C)C)C)C(C)C)C)N)C. Cell line: HL-60(TB). Synergy scores: CSS=4.38, Synergy_ZIP=35.5, Synergy_Bliss=33.2, Synergy_Loewe=8.30, Synergy_HSA=10.9.